Task: Predict the reactants needed to synthesize the given product.. Dataset: Full USPTO retrosynthesis dataset with 1.9M reactions from patents (1976-2016) (1) Given the product [CH3:11][N:5]1[CH:6]=[C:7]([C:8]([Cl:17])=[O:9])[C:3]([C:2]([F:13])([F:12])[F:1])=[N:4]1, predict the reactants needed to synthesize it. The reactants are: [F:1][C:2]([F:13])([F:12])[C:3]1[C:7]([C:8](O)=[O:9])=[CH:6][N:5]([CH3:11])[N:4]=1.C(Cl)(=O)C([Cl:17])=O. (2) Given the product [OH:113][C:112]([CH:114]([C:116]1[CH:117]=[CH:118][C:119]([CH2:120][CH:121]([CH3:122])[CH3:123])=[CH:124][CH:125]=1)[CH3:115])=[O:111], predict the reactants needed to synthesize it. The reactants are: O.O.S([O-])([O-])(=O)=O.[Ca+2].CC(N)[C@H]1O[C@H](O[C@H]2[C@H](O)[C@@H](O[C@H]3OC[C@@](O)(C)[C@H](NC)[C@H]3O)[C@H](N)C[C@@H]2N)[C@H](N)CC1.CC(NC)[C@H]1O[C@H](O[C@H]2[C@H](O)[C@@H](O[C@H]3OC[C@@](O)(C)[C@H](NC)[C@H]3O)[C@H](N)C[C@@H]2N)[C@H](N)CC1.C[C@@]1(O)[C@H](NC)[C@@H](O)[C@@H](O[C@@H]2[C@@H](O)[C@H](O[C@H]3O[C@H](CN)CC[C@H]3N)[C@@H](N)C[C@H]2N)OC1.OS(O)(=O)=O.[Na+].[O-:111][C:112]([CH:114]([C:116]1[CH:125]=[CH:124][C:119]([CH2:120][CH:121]([CH3:123])[CH3:122])=[CH:118][CH:117]=1)[CH3:115])=[O:113]. (3) Given the product [C:1]([C:3]1[C:12]2[C:7](=[CH:8][CH:9]=[C:10]([O:13][C:14]3[CH:15]=[CH:16][CH:17]=[CH:18][CH:19]=3)[CH:11]=2)[C:6]([OH:20])=[C:5]([C:21]([NH:23][CH2:24][CH2:25][C@H:26]([OH:30])[C:27]([O:29][CH3:31])=[O:28])=[O:22])[N:4]=1)#[N:2], predict the reactants needed to synthesize it. The reactants are: [C:1]([C:3]1[C:12]2[C:7](=[CH:8][CH:9]=[C:10]([O:13][C:14]3[CH:19]=[CH:18][CH:17]=[CH:16][CH:15]=3)[CH:11]=2)[C:6]([OH:20])=[C:5]([C:21]([NH:23][CH2:24][CH2:25][C@H:26]([OH:30])[C:27]([OH:29])=[O:28])=[O:22])[N:4]=1)#[N:2].[CH3:31]O.